The task is: Predict which catalyst facilitates the given reaction.. This data is from Catalyst prediction with 721,799 reactions and 888 catalyst types from USPTO. (1) Reactant: C([O:3][C:4]([C:6]1[O:10][C:9]([C:11]2[CH:16]=[CH:15][C:14]([Br:17])=[CH:13][CH:12]=2)=[N:8][C:7]=1[CH:18]([CH3:20])[CH3:19])=O)C.[H-].[H-].[H-].[H-].[Li+].[Al+3]. Product: [Br:17][C:14]1[CH:13]=[CH:12][C:11]([C:9]2[O:10][C:6]([CH2:4][OH:3])=[C:7]([CH:18]([CH3:20])[CH3:19])[N:8]=2)=[CH:16][CH:15]=1. The catalyst class is: 1. (2) Reactant: [CH3:1][C:2]1[O:3][C:4]2[CH:10]=[CH:9][C:8]([C:11]3[CH:16]=[CH:15][CH:14]=[CH:13][CH:12]=3)=[CH:7][C:5]=2[N:6]=1.[Br:17]N1C(=O)CCC1=O.N(C(C)(C)C#N)=NC(C)(C)C#N. Product: [Br:17][CH2:1][C:2]1[O:3][C:4]2[CH:10]=[CH:9][C:8]([C:11]3[CH:12]=[CH:13][CH:14]=[CH:15][CH:16]=3)=[CH:7][C:5]=2[N:6]=1. The catalyst class is: 53. (3) Reactant: [CH3:1][C:2]([CH3:19])([O:4][C:5](=[O:18])[NH:6][CH2:7][CH2:8][NH:9][C:10](=[O:17])[CH2:11][O:12][CH2:13][C:14]([OH:16])=O)[CH3:3].CCOC1N(C(OCC)=O)C2C(=CC=CC=2)C=C1.[CH3:38][N:39]1[C@@H:48]2[CH2:49][C:50]3[CH:55]=[CH:54][C:53]([OH:56])=[C:52]4[O:57][C@H:43]5[C@@H:44]([NH2:59])[CH2:45][CH2:46][C@:47]2([OH:58])[C@:42]5([C:51]=34)[CH2:41][CH2:40]1. Product: [C:2]([O:4][C:5](=[O:18])[NH:6][CH2:7][CH2:8][NH:9][C:10](=[O:17])[CH2:11][O:12][CH2:13][C:14]([NH:59][C@H:44]1[CH2:45][CH2:46][C@:47]2([OH:58])[C@@:42]34[C:51]5[C:50](=[CH:55][CH:54]=[C:53]([OH:56])[C:52]=5[O:57][C@@H:43]13)[CH2:49][CH:48]2[N:39]([CH3:38])[CH2:40][CH2:41]4)=[O:16])([CH3:1])([CH3:3])[CH3:19]. The catalyst class is: 85. (4) Reactant: Cl[CH2:2][CH2:3][CH2:4][CH2:5][C@H:6]1[CH2:10][CH2:9][C@@H:8]([C:11]2[CH:16]=[CH:15][C:14]([F:17])=[CH:13][CH:12]=2)[N:7]1[S:18]([C:21]1[CH:26]=[CH:25][C:24]([CH3:27])=[CH:23][CH:22]=1)(=[O:20])=[O:19].[NH:28]1[CH:32]=[CH:31][N:30]=[CH:29]1. Product: [F:17][C:14]1[CH:15]=[CH:16][C:11]([C@H:8]2[N:7]([S:18]([C:21]3[CH:22]=[CH:23][C:24]([CH3:27])=[CH:25][CH:26]=3)(=[O:19])=[O:20])[C@@H:6]([CH2:5][CH2:4][CH2:3][CH2:2][N:28]3[CH:32]=[CH:31][N:30]=[CH:29]3)[CH2:10][CH2:9]2)=[CH:12][CH:13]=1. The catalyst class is: 22. (5) Reactant: [CH2:1]([O:3][P:4]([C:9]([C:17]#[N:18])=[CH:10][CH:11]1[CH2:16][CH2:15][O:14][CH2:13][CH2:12]1)(=[O:8])[O:5][CH2:6][CH3:7])[CH3:2].[BH4-].[Na+].[OH-].[Na+].C(OCC)(=O)C. Product: [CH2:1]([O:3][P:4]([CH:9]([C:17]#[N:18])[CH2:10][CH:11]1[CH2:12][CH2:13][O:14][CH2:15][CH2:16]1)(=[O:8])[O:5][CH2:6][CH3:7])[CH3:2]. The catalyst class is: 5. (6) Reactant: C[O:2][CH2:3][CH2:4][NH:5][S:6]([C:9]1[CH:34]=[CH:33][C:12]([CH2:13][NH:14][C:15]([C:17]2[C:18]3[CH:19]=[N:20][N:21]([C:26]4[CH:31]=[CH:30][C:29]([F:32])=[CH:28][CH:27]=4)[C:22]=3[CH:23]=[CH:24][CH:25]=2)=[O:16])=[CH:11][CH:10]=1)(=[O:8])=[O:7].B(Br)(Br)Br. Product: [OH:2][CH2:3][CH2:4][NH:5][S:6]([C:9]1[CH:10]=[CH:11][C:12]([CH2:13][NH:14][C:15]([C:17]2[C:18]3[CH:19]=[N:20][N:21]([C:26]4[CH:31]=[CH:30][C:29]([F:32])=[CH:28][CH:27]=4)[C:22]=3[CH:23]=[CH:24][CH:25]=2)=[O:16])=[CH:33][CH:34]=1)(=[O:8])=[O:7]. The catalyst class is: 4. (7) Reactant: C(N(CC)CC)C.[C:8]([N:10]=[C:11]([N:14]1[CH2:19][CH2:18][CH:17]([OH:20])[CH2:16][CH2:15]1)[S:12][CH3:13])#[N:9].SC[C:23]([NH2:25])=[O:24]. Product: [NH2:9][C:8]1[N:10]=[C:11]([N:14]2[CH2:15][CH2:16][CH:17]([OH:20])[CH2:18][CH2:19]2)[S:12][C:13]=1[C:23]([NH2:25])=[O:24]. The catalyst class is: 6. (8) Reactant: Cl.[CH3:2][N:3]([CH3:35])[C:4]([N:6]1[C:34]2[C:29](=[CH:30][CH:31]=[CH:32][CH:33]=2)[C:8]2([CH2:13][CH2:12][N:11]([CH:14]3[CH2:20][CH:19]4[N:21](C(OC(C)(C)C)=O)[CH:16]([CH2:17][CH2:18]4)[CH2:15]3)[CH2:10][CH2:9]2)[CH2:7]1)=[O:5].O1CCOCC1.Cl. Product: [CH:19]12[NH:21][CH:16]([CH2:17][CH2:18]1)[CH2:15][CH:14]([N:11]1[CH2:10][CH2:9][C:8]3([C:29]4[C:34](=[CH:33][CH:32]=[CH:31][CH:30]=4)[N:6]([C:4]([N:3]([CH3:35])[CH3:2])=[O:5])[CH2:7]3)[CH2:13][CH2:12]1)[CH2:20]2. The catalyst class is: 275. (9) Reactant: [Br:1][C:2]1[CH:3]=[C:4]2[C:9](=[CH:10][CH:11]=1)[CH2:8][CH:7]([NH:12][CH2:13][C:14]1[N:19]=[CH:18][C:17]3[O:20][CH2:21][CH2:22][O:23][C:16]=3[CH:15]=1)[CH2:6][CH2:5]2.C([O-])(O)=O.[Na+].[C:29](O[C:29]([O:31][C:32]([CH3:35])([CH3:34])[CH3:33])=[O:30])([O:31][C:32]([CH3:35])([CH3:34])[CH3:33])=[O:30]. Product: [Br:1][C:2]1[CH:3]=[C:4]2[C:9](=[CH:10][CH:11]=1)[CH2:8][CH:7]([N:12]([CH2:13][C:14]1[N:19]=[CH:18][C:17]3[O:20][CH2:21][CH2:22][O:23][C:16]=3[CH:15]=1)[C:29](=[O:30])[O:31][C:32]([CH3:35])([CH3:34])[CH3:33])[CH2:6][CH2:5]2. The catalyst class is: 5.